Dataset: Reaction yield outcomes from USPTO patents with 853,638 reactions. Task: Predict the reaction yield, written as a fraction of the theoretical maximum amount of product (1.0 means a 100% yield; for example, 0.34 means a 34% yield). The reactants are [Br:1]N1C(=O)CCC1=O.[F:9][C:10]([F:20])([F:19])[O:11][C:12]1[CH:13]=[C:14]([CH:16]=[CH:17][CH:18]=1)[NH2:15].O. The catalyst is CN(C)C=O. The product is [Br:1][C:18]1[CH:17]=[CH:16][C:14]([NH2:15])=[CH:13][C:12]=1[O:11][C:10]([F:19])([F:20])[F:9]. The yield is 0.910.